From a dataset of Reaction yield outcomes from USPTO patents with 853,638 reactions. Predict the reaction yield, written as a fraction of the theoretical maximum amount of product (1.0 means a 100% yield; for example, 0.34 means a 34% yield). (1) The reactants are [CH3:1][O:2][C:3](=[O:14])[C:4]1[CH:9]=[C:8](I)[C:7]([CH2:11][CH3:12])=[CH:6][C:5]=1[NH2:13].[CH3:15][N:16]1[C:20]([Sn](CCCC)(CCCC)CCCC)=[CH:19][CH:18]=[N:17]1.O1CCOCC1. The catalyst is C1C=CC(P(C2C=CC=CC=2)[C-]2C=CC=C2)=CC=1.C1C=CC(P(C2C=CC=CC=2)[C-]2C=CC=C2)=CC=1.Cl[Pd]Cl.[Fe+2].CCOC(C)=O. The product is [CH3:1][O:2][C:3](=[O:14])[C:4]1[CH:9]=[C:8]([C:20]2[N:16]([CH3:15])[N:17]=[CH:18][CH:19]=2)[C:7]([CH2:11][CH3:12])=[CH:6][C:5]=1[NH2:13]. The yield is 0.680. (2) The reactants are C(OC(=O)[NH:7][CH2:8][CH2:9][CH:10]([C:25]1[CH:30]=[CH:29][C:28]([Cl:31])=[C:27]([Cl:32])[CH:26]=1)[C:11](=[O:24])[NH:12][C:13]1[CH:22]=[C:21]2[C:16]([C:17](=[O:23])[NH:18][CH:19]=[N:20]2)=[CH:15][CH:14]=1)(C)(C)C.Cl.O1CCOCC1. The catalyst is ClCCl. The product is [NH2:7][CH2:8][CH2:9][CH:10]([C:25]1[CH:30]=[CH:29][C:28]([Cl:31])=[C:27]([Cl:32])[CH:26]=1)[C:11]([NH:12][C:13]1[CH:22]=[C:21]2[C:16]([C:17](=[O:23])[NH:18][CH:19]=[N:20]2)=[CH:15][CH:14]=1)=[O:24]. The yield is 0.480. (3) The catalyst is [Ni]. The reactants are [Cl:1][C:2]1[C:3]([N:19]=[C:20]([C:27]2[CH:32]=[CH:31][CH:30]=[CH:29][CH:28]=2)[C:21]2[CH:26]=[CH:25][CH:24]=[CH:23][CH:22]=2)=[N:4][CH:5]=[CH:6][C:7]=1[O:8][C:9]1[CH:14]=[CH:13][C:12]([N+:15]([O-])=O)=[CH:11][C:10]=1[F:18].N#N.[H][H].[H][H]. The yield is 0.950. The product is [NH2:15][C:12]1[CH:13]=[CH:14][C:9]([O:8][C:7]2[CH:6]=[CH:5][N:4]=[C:3]([N:19]=[C:20]([C:21]3[CH:26]=[CH:25][CH:24]=[CH:23][CH:22]=3)[C:27]3[CH:32]=[CH:31][CH:30]=[CH:29][CH:28]=3)[C:2]=2[Cl:1])=[C:10]([F:18])[CH:11]=1.